This data is from Full USPTO retrosynthesis dataset with 1.9M reactions from patents (1976-2016). The task is: Predict the reactants needed to synthesize the given product. (1) The reactants are: [C:1]([O:5][C:6]([NH:8][C:9]1[N:14]=[C:13]([C:15](OCC)=[O:16])[CH:12]=[CH:11][CH:10]=1)=[O:7])([CH3:4])([CH3:3])[CH3:2].[H-].[H-].[H-].[H-].[Li+].[Al+3]. Given the product [OH:16][CH2:15][C:13]1[N:14]=[C:9]([NH:8][C:6](=[O:7])[O:5][C:1]([CH3:3])([CH3:2])[CH3:4])[CH:10]=[CH:11][CH:12]=1, predict the reactants needed to synthesize it. (2) Given the product [F:36][C:35]([F:38])([F:37])[C:33]([OH:39])=[O:34].[NH2:7][C@@H:8]1[CH2:9][CH2:10][C@H:11]([CH2:14][NH:15][C:16](=[O:31])[C:17]2[CH:22]=[C:21]([C:23]([F:25])([F:26])[F:24])[CH:20]=[C:19]([C:27]([F:28])([F:29])[F:30])[CH:18]=2)[CH2:12][CH2:13]1, predict the reactants needed to synthesize it. The reactants are: C(OC(=O)[NH:7][C@H:8]1[CH2:13][CH2:12][C@@H:11]([CH2:14][NH:15][C:16](=[O:31])[C:17]2[CH:22]=[C:21]([C:23]([F:26])([F:25])[F:24])[CH:20]=[C:19]([C:27]([F:30])([F:29])[F:28])[CH:18]=2)[CH2:10][CH2:9]1)(C)(C)C.[C:33]([OH:39])([C:35]([F:38])([F:37])[F:36])=[O:34].O. (3) Given the product [OH:13][CH:10]([CH3:9])[CH2:11][C:12]1[NH:2][N:1]=[C:3]([C:4]([O:6][CH2:7][CH3:8])=[O:5])[CH:14]=1, predict the reactants needed to synthesize it. The reactants are: [N+:1](=[CH:3][C:4]([O:6][CH2:7][CH3:8])=[O:5])=[N-:2].[CH3:9][CH:10]([OH:13])[C:11]#[CH:12].[C:14]1(C)C=CC=CC=1. (4) Given the product [C:4]([C@H:6]1[CH2:11][N:10]([C:12]([O:14][C:15]([CH3:16])([CH3:17])[CH3:18])=[O:13])[C@H:9]([CH3:19])[CH2:8][CH2:7]1)(=[O:5])[CH3:21], predict the reactants needed to synthesize it. The reactants are: CON(C)[C:4]([C@H:6]1[CH2:11][N:10]([C:12]([O:14][C:15]([CH3:18])([CH3:17])[CH3:16])=[O:13])[C@H:9]([CH3:19])[CH2:8][CH2:7]1)=[O:5].[CH3:21][Mg]Br.O. (5) Given the product [CH2:16]([O:15][C:1](=[O:14])[C:2](=[C:5]1[CH2:9][CH2:8][O:7][CH2:12][CH2:11]1)[CH3:3])[CH3:17], predict the reactants needed to synthesize it. The reactants are: [CH3:1][C:2]([CH3:5])([O-])[CH3:3].[K+].[O:7]1[CH2:12][CH2:11]C(=O)[CH2:9][CH2:8]1.[OH2:14].[O:15]1CC[CH2:17][CH2:16]1.